Dataset: Peptide-MHC class II binding affinity with 134,281 pairs from IEDB. Task: Regression. Given a peptide amino acid sequence and an MHC pseudo amino acid sequence, predict their binding affinity value. This is MHC class II binding data. (1) The peptide sequence is PSSASPWSWPDLDLK. The MHC is DRB1_0901 with pseudo-sequence DRB1_0901. The binding affinity (normalized) is 0.412. (2) The peptide sequence is QWNFAGIEAAASA. The MHC is H-2-IAb with pseudo-sequence H-2-IAb. The binding affinity (normalized) is 0.434. (3) The MHC is HLA-DQA10501-DQB10303 with pseudo-sequence HLA-DQA10501-DQB10303. The peptide sequence is KKWRDVPYLTKRQDK. The binding affinity (normalized) is 0. (4) The peptide sequence is YDKFLANVSTVLTGG. The MHC is DRB1_1101 with pseudo-sequence DRB1_1101. The binding affinity (normalized) is 0.548. (5) The peptide sequence is VLIWVGINTRNMTMSK. The MHC is DRB5_0101 with pseudo-sequence DRB5_0101. The binding affinity (normalized) is 0.898. (6) The peptide sequence is KEVSGVKGFTLGRDG. The MHC is HLA-DQA10501-DQB10302 with pseudo-sequence HLA-DQA10501-DQB10302. The binding affinity (normalized) is 0.396.